Dataset: HIV replication inhibition screening data with 41,000+ compounds from the AIDS Antiviral Screen. Task: Binary Classification. Given a drug SMILES string, predict its activity (active/inactive) in a high-throughput screening assay against a specified biological target. (1) The compound is S=C1NCCN1C(=S)Nc1ccccc1. The result is 0 (inactive). (2) The drug is CCNC(=S)NN=Cc1cc([N+](=O)[O-])ccc1O. The result is 0 (inactive).